From a dataset of Full USPTO retrosynthesis dataset with 1.9M reactions from patents (1976-2016). Predict the reactants needed to synthesize the given product. (1) Given the product [ClH:1].[CH3:38][O:39]/[N:40]=[C:11](\[C:7]1[CH:8]=[CH:9][CH:10]=[C:5]([O:4][C:3]2[CH:17]=[CH:18][C:19]([NH:21][C:22]3[C:23]4[N:30]([CH2:31][CH2:32][O:33][CH2:34][CH2:35][OH:36])[CH:29]=[CH:28][C:24]=4[N:25]=[CH:26][N:27]=3)=[CH:20][C:2]=2[Cl:1])[CH:6]=1)/[C:12]([CH3:15])([CH3:14])[CH3:13], predict the reactants needed to synthesize it. The reactants are: [Cl:1][C:2]1[CH:20]=[C:19]([NH:21][C:22]2[C:23]3[N:30]([CH2:31][CH2:32][O:33][CH2:34][CH2:35][OH:36])[CH:29]=[CH:28][C:24]=3[N:25]=[CH:26][N:27]=2)[CH:18]=[CH:17][C:3]=1[O:4][C:5]1[CH:6]=[C:7]([C:11](=O)[C:12]([CH3:15])([CH3:14])[CH3:13])[CH:8]=[CH:9][CH:10]=1.Cl.[CH3:38][O:39][NH2:40].C([O-])(=O)C.[Na+].Cl.C(OCC)(=O)C. (2) The reactants are: C(OC1C=CN(CC(C2C=CC(C[Br:25])=CC=2C)=O)C(=O)C=1)C1C=CC=CC=1.[Br:28][C:29]1[CH:30]=[CH:31][C:32]([CH2:35][O:36][C:37]2[CH:42]=[CH:41][N:40]([CH2:43][C:44]([C:46]3[CH:51]=[CH:50][C:49]([CH2:52]O)=[CH:48][C:47]=3[CH3:54])=[O:45])[C:39](=[O:55])[CH:38]=2)=[N:33][CH:34]=1.C(OC1C=CN(CC(C2C=CC(CO)=CC=2C)=O)C(=O)C=1)C1C=CC=CC=1. Given the product [Br:25][CH2:52][C:49]1[CH:50]=[CH:51][C:46]([C:44](=[O:45])[CH2:43][N:40]2[CH:41]=[CH:42][C:37]([O:36][CH2:35][C:32]3[CH:31]=[CH:30][C:29]([Br:28])=[CH:34][N:33]=3)=[CH:38][C:39]2=[O:55])=[C:47]([CH3:54])[CH:48]=1, predict the reactants needed to synthesize it.